Dataset: Peptide-MHC class II binding affinity with 134,281 pairs from IEDB. Task: Regression. Given a peptide amino acid sequence and an MHC pseudo amino acid sequence, predict their binding affinity value. This is MHC class II binding data. (1) The peptide sequence is FLAVALVAGPAGSYA. The MHC is HLA-DQA10101-DQB10501 with pseudo-sequence HLA-DQA10101-DQB10501. The binding affinity (normalized) is 0. (2) The peptide sequence is KNPVVDGNPTVDIEEHHHHHH. The MHC is DRB5_0101 with pseudo-sequence DRB5_0101. The binding affinity (normalized) is 0.182. (3) The peptide sequence is AAATAGTTVGGAFAA. The MHC is HLA-DPA10103-DPB10401 with pseudo-sequence HLA-DPA10103-DPB10401. The binding affinity (normalized) is 0.0140. (4) The peptide sequence is MASHIHLVIHRIRTL. The MHC is DRB1_0404 with pseudo-sequence DRB1_0404. The binding affinity (normalized) is 0.692. (5) The peptide sequence is WLDAKSTWYGKPTAA. The MHC is HLA-DPA10201-DPB11401 with pseudo-sequence HLA-DPA10201-DPB11401. The binding affinity (normalized) is 0. (6) The peptide sequence is YPFIEQEGPEFFDQE. The MHC is DRB1_0301 with pseudo-sequence DRB1_0301. The binding affinity (normalized) is 0.680. (7) The peptide sequence is KRQGPKQMLVGGVVL. The MHC is HLA-DQA10102-DQB10501 with pseudo-sequence HLA-DQA10102-DQB10501. The binding affinity (normalized) is 0. (8) The peptide sequence is EFKYFAATQFEPLAA. The MHC is DRB1_0101 with pseudo-sequence DRB1_0101. The binding affinity (normalized) is 0.670.